Dataset: Full USPTO retrosynthesis dataset with 1.9M reactions from patents (1976-2016). Task: Predict the reactants needed to synthesize the given product. (1) Given the product [F:39][C:34]1[CH:33]=[C:32]([CH:37]=[CH:36][C:35]=1[O:7][C:8]1[CH:9]=[C:10]([C:11]([NH:13][C:14]2[CH:18]=[CH:17][N:16]([CH3:19])[N:15]=2)=[O:12])[CH:20]=[C:21]([O:23][C@@H:24]([CH3:27])[CH2:25][OH:26])[CH:22]=1)[C:31]([O:30][CH2:28][CH3:29])=[O:40], predict the reactants needed to synthesize it. The reactants are: C(=O)([O-])[O-].[Cs+].[Cs+].[OH:7][C:8]1[CH:9]=[C:10]([CH:20]=[C:21]([O:23][C@@H:24]([CH3:27])[CH2:25][OH:26])[CH:22]=1)[C:11]([NH:13][C:14]1[CH:18]=[CH:17][N:16]([CH3:19])[N:15]=1)=[O:12].[CH2:28]([O:30][C:31](=[O:40])[C:32]1[CH:37]=[CH:36][C:35](F)=[C:34]([F:39])[CH:33]=1)[CH3:29].C(OCC)(=O)C. (2) Given the product [OH:12][C@H:11]1[C@H:10]([O:16][CH:17]2[CH:22]([OH:23])[CH:21]([OH:27])[CH:20]([OH:31])[CH:19]([CH2:35][OH:36])[O:18]2)[C@H:9]([OH:40])[C@@H:8]([C:41]2[CH:46]=[CH:45][CH:44]=[C:43]([O:47][CH3:48])[CH:42]=2)[O:7][C@@H:6]1[CH2:5][OH:4], predict the reactants needed to synthesize it. The reactants are: C([O:4][CH2:5][C@@H:6]1[C@@H:11]([O:12]C(=O)C)[C@H:10]([O:16][C@@H:17]2[C@@H:22]([O:23]C(=O)C)[C@@H:21]([O:27]C(=O)C)[C@H:20]([O:31]C(=O)C)[C@@H:19]([CH2:35][O:36]C(=O)C)[O:18]2)[C@H:9]([OH:40])[C@@H:8]([C:41]2[CH:46]=[CH:45][CH:44]=[C:43]([O:47][CH3:48])[CH:42]=2)[O:7]1)(=O)C.C([O-])([O-])=O.[K+].[K+]. (3) The reactants are: [CH2:1]([O:3][C:4]([CH:6]1[CH2:11][CH2:10][CH:9]([CH3:12])[CH2:8][CH:7]1O)=[O:5])[CH3:2].C1(P([N:28]=[N+:29]=[N-:30])(C2C=CC=CC=2)=O)C=CC=CC=1.C1(P(C2C=CC=CC=2)C2C=CC=CC=2)C=CC=CC=1.N(C(OCC)=O)=NC(OCC)=O. Given the product [CH2:1]([O:3][C:4]([CH:6]1[CH2:11][CH2:10][CH:9]([CH3:12])[CH2:8][CH:7]1[N:28]=[N+:29]=[N-:30])=[O:5])[CH3:2], predict the reactants needed to synthesize it. (4) Given the product [C:1]12([C:11]3[C:12]4[O:29][CH:31]=[N:28][C:13]=4[CH:14]=[C:15]([C:17]4[CH:22]=[CH:21][C:20]([CH:23]5[O:27][CH2:26][CH2:25][O:24]5)=[CH:19][N:18]=4)[CH:16]=3)[CH2:8][CH:7]3[CH2:9][CH:3]([CH2:4][CH:5]([CH2:6]3)[CH2:10]1)[CH2:2]2, predict the reactants needed to synthesize it. The reactants are: [C:1]12([C:11]3[CH:16]=[C:15]([C:17]4[CH:22]=[CH:21][C:20]([CH:23]5[O:27][CH2:26][CH2:25][O:24]5)=[CH:19][N:18]=4)[CH:14]=[C:13]([NH2:28])[C:12]=3[OH:29])[CH2:10][CH:5]3[CH2:6][CH:7]([CH2:9][CH:3]([CH2:4]3)[CH2:2]1)[CH2:8]2.N1C=NC=N[CH:31]=1. (5) The reactants are: C([O:3][C:4](=[O:26])[CH2:5][N:6]1[C:14]2[CH2:13][CH2:12][N:11]([C:15]([O:17][C:18]([CH3:21])([CH3:20])[CH3:19])=[O:16])[CH2:10][C:9]=2[C:8]([C:22]([F:25])([F:24])[F:23])=[N:7]1)C.[OH-].[Na+]. Given the product [C:18]([O:17][C:15]([N:11]1[CH2:12][CH2:13][C:14]2[N:6]([CH2:5][C:4]([OH:26])=[O:3])[N:7]=[C:8]([C:22]([F:24])([F:25])[F:23])[C:9]=2[CH2:10]1)=[O:16])([CH3:21])([CH3:19])[CH3:20], predict the reactants needed to synthesize it. (6) Given the product [NH2:1][C:4]1[CH:23]=[CH:22][C:7]([O:8][CH:9]2[CH2:10][CH2:11][N:12]([C:15]([O:17][C:18]([CH3:20])([CH3:21])[CH3:19])=[O:16])[CH2:13][CH2:14]2)=[C:6]([C:24]([F:27])([F:25])[F:26])[CH:5]=1, predict the reactants needed to synthesize it. The reactants are: [N+:1]([C:4]1[CH:23]=[CH:22][C:7]([O:8][CH:9]2[CH2:14][CH2:13][N:12]([C:15]([O:17][C:18]([CH3:21])([CH3:20])[CH3:19])=[O:16])[CH2:11][CH2:10]2)=[C:6]([C:24]([F:27])([F:26])[F:25])[CH:5]=1)([O-])=O. (7) Given the product [CH:9]1([C:14]([N:16]2[CH2:21][CH:20]([C:22]3[CH:23]=[CH:24][C:25]([C:28]([F:30])([F:31])[F:29])=[CH:26][CH:27]=3)[CH2:19][CH:18]([C:32]([OH:34])=[O:33])[CH2:17]2)=[O:15])[CH2:13][CH2:12][CH2:11][CH2:10]1, predict the reactants needed to synthesize it. The reactants are: O1CCOCC1.[OH-].[Li+].[CH:9]1([C:14]([N:16]2[CH2:21][CH:20]([C:22]3[CH:27]=[CH:26][C:25]([C:28]([F:31])([F:30])[F:29])=[CH:24][CH:23]=3)[CH2:19][CH:18]([C:32]([O:34]CC)=[O:33])[CH2:17]2)=[O:15])[CH2:13][CH2:12][CH2:11][CH2:10]1.